Dataset: Reaction yield outcomes from USPTO patents with 853,638 reactions. Task: Predict the reaction yield, written as a fraction of the theoretical maximum amount of product (1.0 means a 100% yield; for example, 0.34 means a 34% yield). (1) The reactants are F[C:2]1[CH:7]=[CH:6][C:5]([C:8]2[O:9][C:10]([C:13]3[C:14]([C:19]4[CH:24]=[CH:23][CH:22]=[CH:21][CH:20]=4)=[N:15][O:16][C:17]=3[CH3:18])=[N:11][N:12]=2)=[C:4]([O:25][CH3:26])[CH:3]=1.[CH3:27][N:28]1[CH2:33][CH2:32][CH:31]([NH2:34])[CH2:30][CH2:29]1.C(N(CC)C(C)C)(C)C. No catalyst specified. The product is [CH3:26][O:25][C:4]1[CH:3]=[C:2]([NH:34][CH:31]2[CH2:32][CH2:33][N:28]([CH3:27])[CH2:29][CH2:30]2)[CH:7]=[CH:6][C:5]=1[C:8]1[O:9][C:10]([C:13]2[C:14]([C:19]3[CH:24]=[CH:23][CH:22]=[CH:21][CH:20]=3)=[N:15][O:16][C:17]=2[CH3:18])=[N:11][N:12]=1. The yield is 0.220. (2) The reactants are [CH3:1][C:2]1([CH3:24])[O:6][C:5](=[CH:7][C:8]([N:10]([CH2:13][C:14]2[CH:22]=[CH:21][C:17]([C:18](O)=[O:19])=[CH:16][CH:15]=2)[O:11][CH3:12])=[O:9])[C:4](=[O:23])[O:3]1.C(Cl)(=O)C(Cl)=O.[CH3:31][N:32](C)C=O. The catalyst is ClCCl. The product is [CH3:1][C:2]1([CH3:24])[O:6][C:5](=[CH:7][C:8]([N:10]([CH2:13][C:14]2[CH:22]=[CH:21][C:17]([C:18]([NH:32][CH3:31])=[O:19])=[CH:16][CH:15]=2)[O:11][CH3:12])=[O:9])[C:4](=[O:23])[O:3]1. The yield is 0.380.